This data is from hERG potassium channel inhibition data for cardiac toxicity prediction from Karim et al.. The task is: Regression/Classification. Given a drug SMILES string, predict its toxicity properties. Task type varies by dataset: regression for continuous values (e.g., LD50, hERG inhibition percentage) or binary classification for toxic/non-toxic outcomes (e.g., AMES mutagenicity, cardiotoxicity, hepatotoxicity). Dataset: herg_karim. (1) The drug is COCCN1Cc2c(nc(C)c(CN)c2-c2ccc(Cl)cc2Cl)C1=O. The result is 0 (non-blocker). (2) The result is 1 (blocker). The drug is COC(=O)C1CC1COc1ccc2ncc(F)c(CCC34CCC(NCc5ccc6c(n5)NC(=O)CO6)(CC3)CO4)c2n1. (3) The compound is Cn1c(CCCCN2CC3C[C@]3(c3ccc(C(F)(F)F)cc3)C2)nnc1-c1ccc(Cl)cc1. The result is 1 (blocker).